Predict the reactants needed to synthesize the given product. From a dataset of Full USPTO retrosynthesis dataset with 1.9M reactions from patents (1976-2016). (1) Given the product [F:20][C:5]1[CH:4]=[CH:3][C:2]([NH:1][C:21](=[O:22])[O:23][C:24]([CH3:27])([CH3:26])[CH3:25])=[CH:7][C:6]=1[C@:8]1([CH3:19])[C:9]([F:18])([F:17])[CH2:10][C:11]([F:16])([CH3:15])[C:12](=[O:14])[NH:13]1, predict the reactants needed to synthesize it. The reactants are: [NH2:1][C:2]1[CH:3]=[CH:4][C:5]([F:20])=[C:6]([C@@:8]2([CH3:19])[NH:13][C:12](=[O:14])[C:11]([F:16])([CH3:15])[CH2:10][C:9]2([F:18])[F:17])[CH:7]=1.[C:21](O[C:21]([O:23][C:24]([CH3:27])([CH3:26])[CH3:25])=[O:22])([O:23][C:24]([CH3:27])([CH3:26])[CH3:25])=[O:22]. (2) Given the product [CH2:35]([C@H:5]1[C@H:6]([CH3:34])[C@@H:7]([NH:27][C:28]2[N:33]=[CH:32][CH:31]=[CH:30][N:29]=2)[C:8]2[C:13](=[CH:12][CH:11]=[C:10]([C:14]3[CH2:19][CH2:18][NH:17][CH2:16][CH:15]=3)[CH:9]=2)[N:4]1[C:1](=[O:3])[CH3:2])[CH3:36], predict the reactants needed to synthesize it. The reactants are: [C:1]([N:4]1[C:13]2[C:8](=[CH:9][C:10]([C:14]3[CH2:19][CH2:18][N:17](C(OC(C)(C)C)=O)[CH2:16][CH:15]=3)=[CH:11][CH:12]=2)[C@H:7]([NH:27][C:28]2[N:33]=[CH:32][CH:31]=[CH:30][N:29]=2)[C@@H:6]([CH3:34])[C@@H:5]1[CH2:35][CH3:36])(=[O:3])[CH3:2].C(O)(C(F)(F)F)=O. (3) The reactants are: C[O:2][C:3]([C:5]1[S:6][C:7]([C:27]2[CH:32]=[CH:31][CH:30]=[CH:29][CH:28]=2)=[CH:8][C:9]=1[N:10]([CH:20]1[CH2:25][CH2:24][CH:23]([OH:26])[CH2:22][CH2:21]1)[C:11]([CH:13]1[CH2:18][CH2:17][CH:16]([CH3:19])[CH2:15][CH2:14]1)=[O:12])=[O:4].[H-].[Na+].I[CH3:36]. Given the product [CH3:36][O:26][CH:23]1[CH2:24][CH2:25][CH:20]([N:10]([C:11]([CH:13]2[CH2:18][CH2:17][CH:16]([CH3:19])[CH2:15][CH2:14]2)=[O:12])[C:9]2[CH:8]=[C:7]([C:27]3[CH:28]=[CH:29][CH:30]=[CH:31][CH:32]=3)[S:6][C:5]=2[C:3]([OH:2])=[O:4])[CH2:21][CH2:22]1, predict the reactants needed to synthesize it. (4) Given the product [CH3:26][S:27]([O:23][CH:20]1[CH2:21][CH2:22][N:17]([C:14]2[S:15][CH:16]=[C:12]([C:10]([O:9][CH2:8][C:7]3[CH:24]=[CH:25][C:4]([N+:1]([O-:3])=[O:2])=[CH:5][CH:6]=3)=[O:11])[N:13]=2)[CH2:18][CH2:19]1)(=[O:29])=[O:28], predict the reactants needed to synthesize it. The reactants are: [N+:1]([C:4]1[CH:25]=[CH:24][C:7]([CH2:8][O:9][C:10]([C:12]2[N:13]=[C:14]([N:17]3[CH2:22][CH2:21][CH:20]([OH:23])[CH2:19][CH2:18]3)[S:15][CH:16]=2)=[O:11])=[CH:6][CH:5]=1)([O-:3])=[O:2].[CH3:26][S:27](Cl)(=[O:29])=[O:28].C(N(CC)CC)C. (5) Given the product [Cl:1][C:2]1[C:3]([C:23]2[C:28]([CH3:29])=[CH:27][C:26]([CH3:30])=[CH:25][N:24]=2)=[C:4]([F:22])[C:5]([N:8]2[CH2:9][CH2:10][CH:11]([NH2:14])[CH2:12][CH2:13]2)=[N:6][CH:7]=1, predict the reactants needed to synthesize it. The reactants are: [Cl:1][C:2]1[C:3]([C:23]2[C:28]([CH3:29])=[CH:27][C:26]([CH3:30])=[CH:25][N:24]=2)=[C:4]([F:22])[C:5]([N:8]2[CH2:13][CH2:12][CH:11]([NH:14]C(=O)OC(C)(C)C)[CH2:10][CH2:9]2)=[N:6][CH:7]=1.O1CCOCC1.CO. (6) Given the product [Br:28][C:5]1[N:6]([CH2:11][C:12]2[CH:17]=[CH:16][C:15]([O:18][CH3:19])=[CH:14][CH:13]=2)[C:7]2[C:3]([N:4]=1)=[C:2]([Cl:1])[N:10]=[CH:9][N:8]=2, predict the reactants needed to synthesize it. The reactants are: [Cl:1][C:2]1[N:10]=[CH:9][N:8]=[C:7]2[C:3]=1[N:4]=[CH:5][N:6]2[CH2:11][C:12]1[CH:17]=[CH:16][C:15]([O:18][CH3:19])=[CH:14][CH:13]=1.[Li+].CC([N-]C(C)C)C.[Br:28]C(Cl)(Cl)C(Br)(Cl)Cl.[NH4+].[Cl-]. (7) Given the product [F:1][C:2]1[CH:7]=[CH:6][C:5]([C:8]2[O:9][C:10]3[C:11](=[C:13]([C:17]([NH2:26])=[O:19])[CH:14]=[CH:15][CH:16]=3)[N:12]=2)=[CH:4][CH:3]=1, predict the reactants needed to synthesize it. The reactants are: [F:1][C:2]1[CH:7]=[CH:6][C:5]([C:8]2[O:9][C:10]3[C:11](=[C:13]([C:17]([OH:19])=O)[CH:14]=[CH:15][CH:16]=3)[N:12]=2)=[CH:4][CH:3]=1.C1C=CC2N(O)N=[N:26]C=2C=1.CCN=C=NCCCN(C)C.CCN(C(C)C)C(C)C.[Cl-].[NH4+].Cl. (8) Given the product [CH3:14][C:15]1[O:10][N:9]=[C:8]([C:4]2[CH:3]=[C:2]([CH:7]=[CH:6][CH:5]=2)[NH2:1])[N:11]=1, predict the reactants needed to synthesize it. The reactants are: [NH2:1][C:2]1[CH:3]=[C:4]([C:8](=[NH:11])[NH:9][OH:10])[CH:5]=[CH:6][CH:7]=1.[H-].[Na+].[C:14](OC)(=O)[CH3:15].O. (9) The reactants are: [OH-].[Na+].[F:3][C:4]1[CH:5]=[CH:6][C:7]([C:28]2[C:33]([CH3:34])=[CH:32][C:31]([O:35][CH2:36][C:37]([CH3:42])([CH3:41])[CH2:38][O:39][CH3:40])=[CH:30][C:29]=2[CH3:43])=[C:8]2[C:12]=1[C@H:11]([O:13][C:14]1[CH:27]=[CH:26][C:17]3[C@H:18]([CH2:21][C:22]([O:24]C)=[O:23])[CH2:19][O:20][C:16]=3[CH:15]=1)[CH2:10][CH2:9]2.Cl. Given the product [F:3][C:4]1[CH:5]=[CH:6][C:7]([C:28]2[C:33]([CH3:34])=[CH:32][C:31]([O:35][CH2:36][C:37]([CH3:41])([CH3:42])[CH2:38][O:39][CH3:40])=[CH:30][C:29]=2[CH3:43])=[C:8]2[C:12]=1[C@H:11]([O:13][C:14]1[CH:27]=[CH:26][C:17]3[C@H:18]([CH2:21][C:22]([OH:24])=[O:23])[CH2:19][O:20][C:16]=3[CH:15]=1)[CH2:10][CH2:9]2, predict the reactants needed to synthesize it.